This data is from Reaction yield outcomes from USPTO patents with 853,638 reactions. The task is: Predict the reaction yield, written as a fraction of the theoretical maximum amount of product (1.0 means a 100% yield; for example, 0.34 means a 34% yield). The reactants are [C:1]([Si:5]([CH3:12])([CH3:11])[O:6][CH2:7][C@@H:8]1[CH2:10][O:9]1)([CH3:4])([CH3:3])[CH3:2].[NH2:13][C:14]1[CH:15]=[CH:16][C:17]2[S:22][CH2:21][C:20](=[O:23])[NH:19][C:18]=2[CH:24]=1. The catalyst is C(#N)C. The product is [C:1]([Si:5]([CH3:12])([CH3:11])[O:6][CH2:7][C@@H:8]([OH:9])[CH2:10][NH:13][C:14]1[CH:15]=[CH:16][C:17]2[S:22][CH2:21][C:20](=[O:23])[NH:19][C:18]=2[CH:24]=1)([CH3:4])([CH3:3])[CH3:2]. The yield is 0.440.